Dataset: Reaction yield outcomes from USPTO patents with 853,638 reactions. Task: Predict the reaction yield, written as a fraction of the theoretical maximum amount of product (1.0 means a 100% yield; for example, 0.34 means a 34% yield). (1) The reactants are [C:1]([O:5][N:6]=[C:7]1[C:16]2[C:11](=[CH:12][CH:13]=[C:14]([OH:17])[CH:15]=2)[O:10][C:9]([C:18]2[N:23]=[CH:22][C:21]3[CH:24]=[CH:25][S:26][C:20]=3[CH:19]=2)=[CH:8]1)([CH3:4])([CH3:3])[CH3:2].Cl.Cl[CH2:29][CH2:30][N:31]1[CH2:36][CH2:35][O:34][CH2:33][CH2:32]1. No catalyst specified. The product is [C:1]([O:5][N:6]=[C:7]1[C:16]2[C:11](=[CH:12][CH:13]=[C:14]([O:17][CH2:29][CH2:30][N:31]3[CH2:36][CH2:35][O:34][CH2:33][CH2:32]3)[CH:15]=2)[O:10][C:9]([C:18]2[N:23]=[CH:22][C:21]3[CH:24]=[CH:25][S:26][C:20]=3[CH:19]=2)=[CH:8]1)([CH3:4])([CH3:2])[CH3:3]. The yield is 0.620. (2) The reactants are [CH2:1]([O:8][C:9]1[CH:14]=[CH:13][CH:12]=[CH:11][C:10]=1[C:15]1[N:20]=[C:19](Br)[C:18]([CH:22]=O)=[C:17]([CH:24]2[CH2:29][CH2:28][CH2:27][N:26]([C:30]([O:32][C:33]([CH3:36])([CH3:35])[CH3:34])=[O:31])[CH2:25]2)[CH:16]=1)[C:2]1[CH:7]=[CH:6][CH:5]=[CH:4][CH:3]=1.O.[NH2:38][NH2:39]. The catalyst is O1CCOCC1. The product is [CH2:1]([O:8][C:9]1[CH:14]=[CH:13][CH:12]=[CH:11][C:10]=1[C:15]1[N:20]=[C:19]2[NH:38][N:39]=[CH:22][C:18]2=[C:17]([CH:24]2[CH2:29][CH2:28][CH2:27][N:26]([C:30]([O:32][C:33]([CH3:34])([CH3:35])[CH3:36])=[O:31])[CH2:25]2)[CH:16]=1)[C:2]1[CH:3]=[CH:4][CH:5]=[CH:6][CH:7]=1. The yield is 0.230. (3) The reactants are [H-].[Na+].CO[C:5](=[O:16])[CH2:6][CH2:7][C:8]1[CH:13]=[CH:12][N:11]=[C:10]([O:14][CH3:15])[CH:9]=1.C(OC)=O.[NH2:21][C:22]([NH2:24])=[S:23].[CH2:25](N(CC)CC)C. The catalyst is COCCOC. The product is [CH3:15][O:14][C:10]1[CH:9]=[C:8]([CH2:7][C:6]2[C:5](=[O:16])[NH:21][C:22](=[S:23])[NH:24][CH:25]=2)[CH:13]=[CH:12][N:11]=1. The yield is 0.587.